From a dataset of NCI-60 drug combinations with 297,098 pairs across 59 cell lines. Regression. Given two drug SMILES strings and cell line genomic features, predict the synergy score measuring deviation from expected non-interaction effect. (1) Drug 1: CN1C2=C(C=C(C=C2)N(CCCl)CCCl)N=C1CCCC(=O)O.Cl. Drug 2: COCCOC1=C(C=C2C(=C1)C(=NC=N2)NC3=CC=CC(=C3)C#C)OCCOC.Cl. Cell line: A498. Synergy scores: CSS=17.9, Synergy_ZIP=-4.34, Synergy_Bliss=-2.91, Synergy_Loewe=0.495, Synergy_HSA=1.55. (2) Drug 1: CN(CC1=CN=C2C(=N1)C(=NC(=N2)N)N)C3=CC=C(C=C3)C(=O)NC(CCC(=O)O)C(=O)O. Drug 2: COC1=C2C(=CC3=C1OC=C3)C=CC(=O)O2. Cell line: DU-145. Synergy scores: CSS=16.6, Synergy_ZIP=-1.22, Synergy_Bliss=-3.35, Synergy_Loewe=-16.1, Synergy_HSA=-5.05.